This data is from Catalyst prediction with 721,799 reactions and 888 catalyst types from USPTO. The task is: Predict which catalyst facilitates the given reaction. (1) Reactant: Cl.[CH3:2][O:3][C:4]1[CH:5]=[CH:6][CH:7]=[C:8]2[C:13]=1[CH2:12][C@@H:11]([NH2:14])[CH2:10][CH2:9]2.[CH3:15][O:16][C:17]1[C:26]2[CH2:25][C@@H:24]([NH:27][C:28](=[O:33])[C:29]([F:32])([F:31])[F:30])[CH2:23][CH2:22][C:21]=2[C:20]([S:34](Cl)(=[O:36])=[O:35])=[CH:19][CH:18]=1.CCN(C(C)C)C(C)C. Product: [F:32][C:29]([F:30])([F:31])[C:28]([NH:27][C@H:24]1[CH2:23][CH2:22][C:21]2[C:26](=[C:17]([O:16][CH3:15])[CH:18]=[CH:19][C:20]=2[S:34]([NH:14][C@H:11]2[CH2:10][CH2:9][C:8]3[C:13](=[C:4]([O:3][CH3:2])[CH:5]=[CH:6][CH:7]=3)[CH2:12]2)(=[O:36])=[O:35])[CH2:25]1)=[O:33]. The catalyst class is: 4. (2) Reactant: [CH3:1][O:2][C:3](=[O:23])[CH2:4][C:5]1[CH:10]=[C:9]([C:11]([F:14])([F:13])[F:12])[CH:8]=[C:7](OS(C(F)(F)F)(=O)=O)[CH:6]=1.[CH2:24]([N:26]([CH2:31][C:32]1[CH:37]=[C:36]([C:38]([F:41])([F:40])[F:39])[CH:35]=[CH:34][C:33]=1B1OC(C)(C)C(C)(C)O1)[C:27]([NH:29][CH3:30])=[O:28])[CH3:25].C(=O)([O-])[O-].[K+].[K+]. Product: [CH3:1][O:2][C:3](=[O:23])[CH2:4][C:5]1[CH:6]=[C:7]([C:33]2[CH:34]=[CH:35][C:36]([C:38]([F:41])([F:39])[F:40])=[CH:37][C:32]=2[CH2:31][N:26]([CH2:24][CH3:25])[C:27]([NH:29][CH3:30])=[O:28])[CH:8]=[C:9]([C:11]([F:12])([F:13])[F:14])[CH:10]=1. The catalyst class is: 276. (3) Reactant: [F:1][C:2]([F:38])([F:37])[C:3]1[CH:4]=[C:5]([CH:30]=[C:31]([C:33]([F:36])([F:35])[F:34])[CH:32]=1)[CH2:6][N:7]([CH2:14][C:15]1[C:16]([N:21]([CH2:24][CH:25]2[CH2:29][CH2:28][CH2:27][CH2:26]2)[CH2:22][CH3:23])=[N:17][CH:18]=[CH:19][CH:20]=1)[C:8]1[N:9]=[N:10][N:11]([CH3:13])[N:12]=1.[N+:39]([O-])([OH:41])=[O:40].[OH-].[Na+]. Product: [F:34][C:33]([F:36])([F:35])[C:31]1[CH:30]=[C:5]([CH:4]=[C:3]([C:2]([F:37])([F:1])[F:38])[CH:32]=1)[CH2:6][N:7]([CH2:14][C:15]1[C:16]([N:21]([CH2:24][CH:25]2[CH2:29][CH2:28][CH2:27][CH2:26]2)[CH2:22][CH3:23])=[N:17][CH:18]=[C:19]([N+:39]([O-:41])=[O:40])[CH:20]=1)[C:8]1[N:9]=[N:10][N:11]([CH3:13])[N:12]=1. The catalyst class is: 82. (4) The catalyst class is: 4. Reactant: [CH:1]([N:4]=[C:5]=[S:6])([CH3:3])[CH3:2].[NH2:7][C:8]1[C:17]2[N:18]=[C:19]([CH2:29][O:30][CH2:31][CH3:32])[N:20]([CH2:21][C:22]([NH:25][C:26](=[O:28])[CH3:27])([CH3:24])[CH3:23])[C:16]=2[C:15]2[CH:14]=[CH:13][C:12]([O:33][CH2:34][CH2:35][CH2:36][CH2:37][CH2:38][CH2:39][NH2:40])=[CH:11][C:10]=2[N:9]=1. Product: [NH2:7][C:8]1[C:17]2[N:18]=[C:19]([CH2:29][O:30][CH2:31][CH3:32])[N:20]([CH2:21][C:22]([NH:25][C:26](=[O:28])[CH3:27])([CH3:24])[CH3:23])[C:16]=2[C:15]2[CH:14]=[CH:13][C:12]([O:33][CH2:34][CH2:35][CH2:36][CH2:37][CH2:38][CH2:39][NH:40][C:5]([NH:4][CH:1]([CH3:3])[CH3:2])=[S:6])=[CH:11][C:10]=2[N:9]=1.